This data is from Forward reaction prediction with 1.9M reactions from USPTO patents (1976-2016). The task is: Predict the product of the given reaction. Given the reactants S(Cl)(Cl)=O.[Cl:5][C:6]1[CH:7]=[C:8]([C:15]([CH3:20])([CH3:19])[C:16]([OH:18])=O)[CH:9]=[CH:10][C:11]=1[N+:12]([O-:14])=[O:13].C(N(C(C)C)CC)(C)C.[CH2:30]([NH:34][CH2:35][CH:36]([CH3:38])[CH3:37])[CH:31]([CH3:33])[CH3:32], predict the reaction product. The product is: [Cl:5][C:6]1[CH:7]=[C:8]([C:15]([CH3:20])([CH3:19])[C:16]([N:34]([CH2:35][CH:36]([CH3:38])[CH3:37])[CH2:30][CH:31]([CH3:33])[CH3:32])=[O:18])[CH:9]=[CH:10][C:11]=1[N+:12]([O-:14])=[O:13].